Task: Predict the reaction yield, written as a fraction of the theoretical maximum amount of product (1.0 means a 100% yield; for example, 0.34 means a 34% yield).. Dataset: Reaction yield outcomes from USPTO patents with 853,638 reactions (1) The reactants are [CH:1]1([N:7]2[CH2:11][CH2:10][CH:9]([CH2:12][C:13]3[C:18]([Cl:19])=[CH:17][C:16]([C:20]4[CH:25]=[CH:24][C:23]([OH:26])=[CH:22][CH:21]=4)=[CH:15][C:14]=3[Cl:27])[C:8]2=[O:28])[CH2:6][CH2:5][CH2:4][CH2:3][CH2:2]1.Br[C:30]([CH3:37])([CH3:36])[C:31]([O:33][CH2:34][CH3:35])=[O:32].C([O-])([O-])=O.[Cs+].[Cs+]. The catalyst is CN(C=O)C. The product is [CH2:34]([O:33][C:31](=[O:32])[C:30]([O:26][C:23]1[CH:24]=[CH:25][C:20]([C:16]2[CH:15]=[C:14]([Cl:27])[C:13]([CH2:12][CH:9]3[CH2:10][CH2:11][N:7]([CH:1]4[CH2:6][CH2:5][CH2:4][CH2:3][CH2:2]4)[C:8]3=[O:28])=[C:18]([Cl:19])[CH:17]=2)=[CH:21][CH:22]=1)([CH3:37])[CH3:36])[CH3:35]. The yield is 1.00. (2) The reactants are Cl[S:2]([OH:5])(=[O:4])=[O:3].[F:6][C:7]([F:24])([F:23])[C:8]([NH:10][C:11]1[CH:16]=[CH:15][CH:14]=[C:13]([CH2:17][CH2:18][S:19]([CH3:22])(=[O:21])=[O:20])[CH:12]=1)=[O:9]. The product is [CH3:22][S:19]([CH2:18][CH2:17][C:13]1[CH:12]=[C:11]([NH:10][C:8](=[O:9])[C:7]([F:23])([F:6])[F:24])[CH:16]=[CH:15][C:14]=1[S:2]([OH:5])(=[O:4])=[O:3])(=[O:20])=[O:21]. No catalyst specified. The yield is 0.280. (3) The reactants are [I:1][C:2]1[CH:10]=[C:9]2[C:5]([C:6](C=CC3C=CC=CC=3)=[N:7][N:8]2[CH2:11][O:12][CH2:13][CH2:14][Si:15]([CH3:18])([CH3:17])[CH3:16])=[CH:4][CH:3]=1.CO.O=[O+][O-].[CH:32]([O:37][CH3:38])([O:35][CH3:36])OC. The catalyst is C(Cl)Cl. The product is [CH3:38][O:37][CH:32]([C:6]1[C:5]2[C:9](=[CH:10][C:2]([I:1])=[CH:3][CH:4]=2)[N:8]([CH2:11][O:12][CH2:13][CH2:14][Si:15]([CH3:18])([CH3:17])[CH3:16])[N:7]=1)[O:35][CH3:36]. The yield is 0.920. (4) The catalyst is CO.O. The reactants are C(=O)([O-])[O-].[K+].[K+].FC(F)(F)[C:9]([N:11]([C:13]1[CH:14]=[C:15]2[C:19](=[CH:20][CH:21]=1)[NH:18][N:17]=[CH:16]2)C)=O. The product is [CH3:9][NH:11][C:13]1[CH:14]=[C:15]2[C:19](=[CH:20][CH:21]=1)[NH:18][N:17]=[CH:16]2. The yield is 1.00. (5) The reactants are C([N:4]1[C:9](=[O:10])[NH:8][C:7](=[O:11])[CH:6]=[N:5]1)(=O)C.[H-].[Na+].I[CH3:15]. The catalyst is CN(C=O)C. The product is [CH3:15][N:8]1[C:7](=[O:11])[CH:6]=[N:5][NH:4][C:9]1=[O:10]. The yield is 0.600. (6) The reactants are [N+:1]([C:4]1[CH:13]=[CH:12][C:7]2[NH:8][CH2:9][CH2:10][O:11][C:6]=2[CH:5]=1)([O-:3])=[O:2].O.[F:15][C:16]([F:20])([F:19])[CH:17]=O.[BH3-]C#N.[Na+]. No catalyst specified. The product is [N+:1]([C:4]1[CH:13]=[CH:12][C:7]2[N:8]([CH2:17][C:16]([F:20])([F:19])[F:15])[CH2:9][CH2:10][O:11][C:6]=2[CH:5]=1)([O-:3])=[O:2]. The yield is 0.880. (7) No catalyst specified. The product is [NH2:1][C:2]1[N:3]=[C:4]([NH:17][C:18]2[CH:19]=[CH:20][C:21]([C:22]([NH:27][CH2:28][C:29]3([N:34]([CH3:36])[CH3:35])[CH2:33][CH2:32][CH2:31][CH2:30]3)=[O:24])=[CH:25][CH:26]=2)[S:5][C:6]=1[C:7](=[O:16])[C:8]1[C:9]([F:15])=[CH:10][CH:11]=[CH:12][C:13]=1[F:14]. The yield is 0.620. The reactants are [NH2:1][C:2]1[N:3]=[C:4]([NH:17][C:18]2[CH:26]=[CH:25][C:21]([C:22]([OH:24])=O)=[CH:20][CH:19]=2)[S:5][C:6]=1[C:7](=[O:16])[C:8]1[C:13]([F:14])=[CH:12][CH:11]=[CH:10][C:9]=1[F:15].[NH2:27][CH2:28][C:29]1([N:34]([CH3:36])[CH3:35])[CH2:33][CH2:32][CH2:31][CH2:30]1.